Task: Predict the reaction yield, written as a fraction of the theoretical maximum amount of product (1.0 means a 100% yield; for example, 0.34 means a 34% yield).. Dataset: Reaction yield outcomes from USPTO patents with 853,638 reactions (1) The catalyst is C(O)C. The product is [Br:9][C:10]1[CH:11]=[C:12]([CH:13]2[C:3]3[C:4](=[O:8])[NH:5][N:6]([CH3:7])[C:2]=3[NH:1][C:19]3[CH2:23][CH2:22][C:21](=[O:24])[C:20]2=3)[CH:15]=[CH:16][C:17]=1[F:18]. The reactants are [NH2:1][C:2]1[N:6]([CH3:7])[NH:5][C:4](=[O:8])[CH:3]=1.[Br:9][C:10]1[CH:11]=[C:12]([CH:15]=[CH:16][C:17]=1[F:18])[CH:13]=O.[C:19]1(=O)[CH2:23][CH2:22][C:21](=[O:24])[CH2:20]1. The yield is 0.790. (2) The reactants are [Cl:1][C:2]1[CH:3]=[C:4]([C:8]2[N:13]=[C:12]([CH2:14][N:15]3[CH:19]=[N:18][C:17]([C:20](OC)=[O:21])=[N:16]3)[CH:11]=[N:10][C:9]=2[O:24][CH3:25])[CH:5]=[CH:6][CH:7]=1.[Li+].[BH4-]. The catalyst is C1COCC1.O. The product is [Cl:1][C:2]1[CH:3]=[C:4]([C:8]2[N:13]=[C:12]([CH2:14][N:15]3[CH:19]=[N:18][C:17]([CH2:20][OH:21])=[N:16]3)[CH:11]=[N:10][C:9]=2[O:24][CH3:25])[CH:5]=[CH:6][CH:7]=1. The yield is 0.700. (3) The product is [Cl:1][C:2]1[CH:3]=[CH:4][C:5]([CH:8]2[NH:9][C:10]3[C:15]4[C:16](=[N:31][NH:32][C:25](=[O:27])[C:14]=4[CH:13]=[CH:12][CH:11]=3)[CH:17]2[C:18]2[N:19]([CH3:23])[CH:20]=[CH:21][N:22]=2)=[CH:6][CH:7]=1. The catalyst is CO. The yield is 0.650. The reactants are [Cl:1][C:2]1[CH:7]=[CH:6][C:5]([CH:8]2[CH:17]([C:18]3[N:19]([CH3:23])[CH:20]=[CH:21][N:22]=3)[C:16](=O)[C:15]3[C:14]([C:25]([O:27]CC)=O)=[CH:13][CH:12]=[CH:11][C:10]=3[NH:9]2)=[CH:4][CH:3]=1.O.[NH2:31][NH2:32]. (4) The reactants are [C:1]1([C:7]([C:16]2[CH:21]=[CH:20][C:19]([C:22]([F:25])([F:24])[F:23])=[CH:18][CH:17]=2)=[CH:8][CH:9]=[CH:10][C:11]([O:13]CC)=[O:12])[CH:6]=[CH:5][CH:4]=[CH:3][CH:2]=1.O.[OH-].[Li+].CO.O. The catalyst is C1COCC1. The product is [C:1]1(/[C:7](/[C:16]2[CH:17]=[CH:18][C:19]([C:22]([F:23])([F:24])[F:25])=[CH:20][CH:21]=2)=[CH:8]\[CH:9]=[CH:10]\[C:11]([OH:13])=[O:12])[CH:2]=[CH:3][CH:4]=[CH:5][CH:6]=1. The yield is 0.990. (5) The reactants are [CH3:1][C@H:2]1[CH2:7][NH:6][C@H:5]([CH3:8])[CH2:4][N:3]1[C:9]([O:11][CH2:12][CH3:13])=[O:10].[CH2:14](Br)[CH:15]=[CH2:16].C(=O)([O-])[O-].[Na+].[Na+]. The catalyst is C(#N)C. The product is [CH2:16]([N:6]1[C@H:5]([CH3:8])[CH2:4][N:3]([C:9]([O:11][CH2:12][CH3:13])=[O:10])[C@@H:2]([CH3:1])[CH2:7]1)[CH:15]=[CH2:14]. The yield is 0.810. (6) The reactants are [NH:1]1[C:5]2[CH:6]=[CH:7][CH:8]=[CH:9][C:4]=2[N:3]=[C:2]1[CH2:10][N:11]([CH3:22])[CH:12]1[C:21]2[N:20]=[CH:19][CH:18]=[CH:17][C:16]=2[CH2:15][CH2:14][CH2:13]1.Cl.Cl[CH2:25][C:26]1[CH:31]=[CH:30][CH:29]=[CH:28][N:27]=1.C([O-])([O-])=O.[K+].[K+]. The catalyst is CN(C=O)C.CCOC(C)=O. The product is [CH3:22][N:11]([CH2:10][C:2]1[N:3]([CH2:25][C:26]2[CH:31]=[CH:30][CH:29]=[CH:28][N:27]=2)[C:4]2[CH:9]=[CH:8][CH:7]=[CH:6][C:5]=2[N:1]=1)[CH:12]1[C:21]2[N:20]=[CH:19][CH:18]=[CH:17][C:16]=2[CH2:15][CH2:14][CH2:13]1. The yield is 0.660. (7) The reactants are [Br:1][C:2]1[CH:7]=[C:6](F)[C:5]([N+:9]([O-:11])=[O:10])=[CH:4][C:3]=1[F:12].[CH3:13][O-:14].[Na+].CO. The catalyst is C(Cl)Cl. The product is [CH3:13][O:14][C:6]1[CH:7]=[C:2]([Br:1])[C:3]([F:12])=[CH:4][C:5]=1[N+:9]([O-:11])=[O:10]. The yield is 0.950.